From a dataset of NCI-60 drug combinations with 297,098 pairs across 59 cell lines. Regression. Given two drug SMILES strings and cell line genomic features, predict the synergy score measuring deviation from expected non-interaction effect. Drug 1: CCC1=CC2CC(C3=C(CN(C2)C1)C4=CC=CC=C4N3)(C5=C(C=C6C(=C5)C78CCN9C7C(C=CC9)(C(C(C8N6C)(C(=O)OC)O)OC(=O)C)CC)OC)C(=O)OC.C(C(C(=O)O)O)(C(=O)O)O. Drug 2: CC1CCCC2(C(O2)CC(NC(=O)CC(C(C(=O)C(C1O)C)(C)C)O)C(=CC3=CSC(=N3)C)C)C. Cell line: HT29. Synergy scores: CSS=69.9, Synergy_ZIP=1.72, Synergy_Bliss=3.93, Synergy_Loewe=4.30, Synergy_HSA=3.91.